This data is from Reaction yield outcomes from USPTO patents with 853,638 reactions. The task is: Predict the reaction yield, written as a fraction of the theoretical maximum amount of product (1.0 means a 100% yield; for example, 0.34 means a 34% yield). (1) The reactants are [C:1]([C:3]1[CH:10]=[CH:9][C:6]([CH:7]=[O:8])=[CH:5][CH:4]=1)#[N:2].O.C1(C)C=CC(S(O)(=O)=O)=CC=1.[CH2:23](O)[CH2:24][OH:25].[H-].[Al+3].[Li+].[H-].[H-].[H-].C1COCC1.[OH-].[Na+].S([O-])([O-])(=O)=O.[Mg+2]. The catalyst is C1(C)C=CC=CC=1.C(OCC)(=O)C.O. The product is [O:8]1[CH2:23][CH2:24][O:25][CH:7]1[C:6]1[CH:9]=[CH:10][C:3]([CH2:1][NH2:2])=[CH:4][CH:5]=1. The yield is 0.870. (2) The reactants are [Cl:1][C:2]1[CH:3]=[C:4]([NH:9][C:10]2[C:19]3[C:14](=[CH:15][C:16]([O:22][CH2:23][C:24]4[N:28]=[C:27]([CH:29]5[CH2:34][CH2:33][N:32](C(OC(C)(C)C)=O)[CH2:31][CH2:30]5)[O:26][N:25]=4)=[C:17]([O:20][CH3:21])[CH:18]=3)[N:13]=[CH:12][N:11]=2)[CH:5]=[CH:6][C:7]=1[Cl:8].Cl. The catalyst is CO. The product is [Cl:1][C:2]1[CH:3]=[C:4]([NH:9][C:10]2[C:19]3[C:14](=[CH:15][C:16]([O:22][CH2:23][C:24]4[N:28]=[C:27]([CH:29]5[CH2:34][CH2:33][NH:32][CH2:31][CH2:30]5)[O:26][N:25]=4)=[C:17]([O:20][CH3:21])[CH:18]=3)[N:13]=[CH:12][N:11]=2)[CH:5]=[CH:6][C:7]=1[Cl:8]. The yield is 0.780. (3) The reactants are [NH2:1][C:2]1[C:10]2[C:5](=[N:6][C:7]([C:17]3[CH:22]=[CH:21][C:20]([F:23])=[CH:19][CH:18]=3)=[C:8]([C:11]3[CH:16]=[CH:15][N:14]=[CH:13][CH:12]=3)[CH:9]=2)[NH:4][N:3]=1.Cl.[C:25](Cl)(=[O:32])[C:26]1[CH:31]=[CH:30][N:29]=[CH:28][CH:27]=1. The catalyst is N1C=CC=CC=1. The product is [F:23][C:20]1[CH:21]=[CH:22][C:17]([C:7]2[N:6]=[C:5]3[NH:4][N:3]=[C:2]([NH:1][C:25](=[O:32])[C:26]4[CH:31]=[CH:30][N:29]=[CH:28][CH:27]=4)[C:10]3=[CH:9][C:8]=2[C:11]2[CH:16]=[CH:15][N:14]=[CH:13][CH:12]=2)=[CH:18][CH:19]=1. The yield is 0.680. (4) The reactants are C([O:3][C:4](=[O:24])[CH2:5][S:6][C:7]1[CH:12]=[CH:11][C:10]([O:13][CH2:14][CH2:15][CH:16]([O:18]S(C)(=O)=O)[CH3:17])=[CH:9][C:8]=1[CH3:23])C.[C:25]1([CH3:43])[CH:30]=[CH:29][CH:28]=[CH:27][C:26]=1[O:31][C:32]1[CH:37]=[C:36]([C:38]([F:41])([F:40])[F:39])[CH:35]=[CH:34][C:33]=1O. No catalyst specified. The product is [CH3:23][C:8]1[CH:9]=[C:10]([O:13][CH2:14][CH2:15][C@H:16]([O:18][C:33]2[CH:34]=[CH:35][C:36]([C:38]([F:40])([F:39])[F:41])=[CH:37][C:32]=2[O:31][C:26]2[CH:27]=[CH:28][CH:29]=[CH:30][C:25]=2[CH3:43])[CH3:17])[CH:11]=[CH:12][C:7]=1[S:6][CH2:5][C:4]([OH:3])=[O:24]. The yield is 0.580. (5) The reactants are [S:1]1[CH:5]=[CH:4][CH:3]=[C:2]1[CH2:6][CH:7]([C:9]([OH:11])=[O:10])[NH2:8].C([O-])([O-])=O.[K+].[K+].[C:18](Cl)([O:20][CH2:21][C:22]1[CH:27]=[CH:26][CH:25]=[CH:24][CH:23]=1)=[O:19].CCOC(C)=O.CC(O)=O.CC#N.O. The catalyst is O. The product is [CH2:21]([O:20][C:18]([NH:8][CH:7]([C:9]([OH:11])=[O:10])[CH2:6][C:2]1[S:1][CH:5]=[CH:4][CH:3]=1)=[O:19])[C:22]1[CH:27]=[CH:26][CH:25]=[CH:24][CH:23]=1. The yield is 0.980.